Regression/Classification. Given a drug SMILES string, predict its absorption, distribution, metabolism, or excretion properties. Task type varies by dataset: regression for continuous measurements (e.g., permeability, clearance, half-life) or binary classification for categorical outcomes (e.g., BBB penetration, CYP inhibition). For this dataset (clearance_hepatocyte_az), we predict log10(clearance) (log10 of the in vitro intrinsic clearance, CLint, in uL/min per 10^6 hepatocytes; values are censored to the assay range of 3 to 150, which is 0.477 to 2.18 on this log10 scale). From a dataset of Hepatocyte clearance measurements from AstraZeneca. (1) The drug is O=C(NCc1ccc(OC(F)(F)F)cc1)C1c2ccccc2C(=O)N1CC1CC(F)(F)C1. The log10(clearance) is 1.00. (2) The molecule is CN1CCN(CC(=O)N2c3ccccc3C(=O)Nc3cccnc32)CC1. The log10(clearance) is 0.830. (3) The compound is Cc1c(F)cc(C(=O)NC2CC2)cc1-c1ccc(C(=O)NCC(C)(C)C)cn1. The log10(clearance) is 0.800. (4) The drug is CCOC(=O)C1=C(C)NC(C)=C(C(=O)OC)C1c1cccc([N+](=O)[O-])c1. The log10(clearance) is 1.88.